Dataset: Forward reaction prediction with 1.9M reactions from USPTO patents (1976-2016). Task: Predict the product of the given reaction. Given the reactants P([O-])(O)(O)=O.[Na+].Cl([O-])=O.[Na+].[OH:11]O.[CH3:13][O:14][C:15]1[C:16]([CH3:40])=[C:17]([C:31]([O:38][CH3:39])=[C:32]([O:36][CH3:37])[C:33]=1[O:34][CH3:35])[CH2:18][C:19]1[CH:20]=[CH:21][C:22]([O:27][CH:28]([CH3:30])[CH3:29])=[C:23]([CH:26]=1)[CH:24]=[O:25], predict the reaction product. The product is: [CH3:13][O:14][C:15]1[C:16]([CH3:40])=[C:17]([C:31]([O:38][CH3:39])=[C:32]([O:36][CH3:37])[C:33]=1[O:34][CH3:35])[CH2:18][C:19]1[CH:20]=[CH:21][C:22]([O:27][CH:28]([CH3:30])[CH3:29])=[C:23]([CH:26]=1)[C:24]([OH:11])=[O:25].